From a dataset of Peptide-MHC class II binding affinity with 134,281 pairs from IEDB. Regression. Given a peptide amino acid sequence and an MHC pseudo amino acid sequence, predict their binding affinity value. This is MHC class II binding data. (1) The peptide sequence is TGVMRGNHYAFVGVM. The MHC is DRB3_0101 with pseudo-sequence DRB3_0101. The binding affinity (normalized) is 0.525. (2) The peptide sequence is NVVKSGIFLSVAAGN. The MHC is HLA-DQA10102-DQB10502 with pseudo-sequence HLA-DQA10102-DQB10502. The binding affinity (normalized) is 0.188.